From a dataset of Full USPTO retrosynthesis dataset with 1.9M reactions from patents (1976-2016). Predict the reactants needed to synthesize the given product. (1) Given the product [O:8]1[CH2:13][CH2:12][CH2:11][CH2:10][CH:9]1[O:14][CH2:15][CH2:16][O:17][C:18]1[S:19][CH:20]=[C:21]([C:23]([NH2:3])=[O:25])[N:22]=1, predict the reactants needed to synthesize it. The reactants are: C([N:3](CC)CC)C.[O:8]1[CH2:13][CH2:12][CH2:11][CH2:10][CH:9]1[O:14][CH2:15][CH2:16][O:17][C:18]1[S:19][CH:20]=[C:21]([C:23]([OH:25])=O)[N:22]=1.ClC(OCC)=O.[OH-].[NH4+]. (2) Given the product [C:15]1([C:13]2[N:14]=[C:10]([C:5]3[CH:6]=[CH:7][CH:8]=[CH:9][C:4]=3[NH2:1])[S:11][CH:12]=2)[CH:16]=[CH:17][CH:18]=[CH:19][CH:20]=1, predict the reactants needed to synthesize it. The reactants are: [N+:1]([C:4]1[CH:9]=[CH:8][CH:7]=[CH:6][C:5]=1[C:10]1[S:11][CH:12]=[C:13]([C:15]2[CH:20]=[CH:19][CH:18]=[CH:17][CH:16]=2)[N:14]=1)([O-])=O.